This data is from CYP2C9 inhibition data for predicting drug metabolism from PubChem BioAssay. The task is: Regression/Classification. Given a drug SMILES string, predict its absorption, distribution, metabolism, or excretion properties. Task type varies by dataset: regression for continuous measurements (e.g., permeability, clearance, half-life) or binary classification for categorical outcomes (e.g., BBB penetration, CYP inhibition). Dataset: cyp2c9_veith. (1) The drug is COC(=O)c1c(NC(=O)c2ccco2)sc2c1CCC2. The result is 1 (inhibitor). (2) The drug is COC(=O)C(Cc1c[nH]c2ccccc12)NC(=O)C(C)C. The result is 0 (non-inhibitor). (3) The compound is O=C(O)[C@@H]1[C@@H]2CC[C@@H](O2)[C@H]1C(=O)O. The result is 0 (non-inhibitor). (4) The molecule is Cc1noc(C)c1-c1cncnc1Nc1ccccc1. The result is 0 (non-inhibitor). (5) The compound is Clc1ccc([C@@H](OCCN2CCCCC2)c2ccccc2)cc1. The result is 0 (non-inhibitor).